Dataset: Catalyst prediction with 721,799 reactions and 888 catalyst types from USPTO. Task: Predict which catalyst facilitates the given reaction. (1) Reactant: [OH:1][CH2:2][C:3]1[CH:4]=[CH:5][CH:6]=[C:7]2[C:12]=1[CH2:11][N:10]([C:13]([O:15][C:16]([CH3:19])([CH3:18])[CH3:17])=[O:14])[CH2:9][CH2:8]2.[C:20](OC(=O)C)(=[O:22])[CH3:21]. The catalyst class is: 377. Product: [C:20]([O:1][CH2:2][C:3]1[CH:4]=[CH:5][CH:6]=[C:7]2[C:12]=1[CH2:11][N:10]([C:13]([O:15][C:16]([CH3:19])([CH3:18])[CH3:17])=[O:14])[CH2:9][CH2:8]2)(=[O:22])[CH3:21]. (2) Reactant: [F:1][C:2]1[CH:7]=[CH:6][C:5]([C:8]2([CH2:14][O:15][CH2:16][C:17]([O:19]C(C)(C)C)=[O:18])[CH2:13][CH2:12][CH2:11][CH2:10][CH2:9]2)=[CH:4][CH:3]=1. Product: [F:1][C:2]1[CH:3]=[CH:4][C:5]([C:8]2([CH2:14][O:15][CH2:16][C:17]([OH:19])=[O:18])[CH2:13][CH2:12][CH2:11][CH2:10][CH2:9]2)=[CH:6][CH:7]=1. The catalyst class is: 55.